From a dataset of Reaction yield outcomes from USPTO patents with 853,638 reactions. Predict the reaction yield, written as a fraction of the theoretical maximum amount of product (1.0 means a 100% yield; for example, 0.34 means a 34% yield). (1) The reactants are [C:1]([Si:5]([O:8][CH2:9][C:10]1[CH:15]=[CH:14][C:13]([N+:16]([O-])=O)=[CH:12][C:11]=1[O:19][CH3:20])([CH3:7])[CH3:6])([CH3:4])([CH3:3])[CH3:2].C([O-])=O.[NH4+]. The catalyst is C(O)C.[OH-].[OH-].[Pd+2]. The product is [Si:5]([O:8][CH2:9][C:10]1[CH:15]=[CH:14][C:13]([NH2:16])=[CH:12][C:11]=1[O:19][CH3:20])([C:1]([CH3:4])([CH3:3])[CH3:2])([CH3:6])[CH3:7]. The yield is 0.900. (2) The reactants are Br[C:2]1[CH:7]=[C:6]([F:8])[CH:5]=[C:4]([F:9])[CH:3]=1.[C:10]1(=[O:14])[CH2:13][CH2:12][CH2:11]1. The catalyst is C1COCC1. The product is [F:9][C:4]1[CH:3]=[C:2]([C:10]2([OH:14])[CH2:13][CH2:12][CH2:11]2)[CH:7]=[C:6]([F:8])[CH:5]=1. The yield is 0.540.